From a dataset of Forward reaction prediction with 1.9M reactions from USPTO patents (1976-2016). Predict the product of the given reaction. (1) The product is: [C:22]([CH2:21][N:15]1[CH2:14][CH2:13][NH:12][CH2:11][CH2:10][N:9]([CH2:8][C:1]([O:3][C:4]([CH3:6])([CH3:5])[CH3:7])=[O:2])[CH2:20][CH2:19][N:18]([CH2:37][CH2:36][C:35]2[CH:34]=[CH:33][C:32]([N+:29]([O-:31])=[O:30])=[CH:40][CH:39]=2)[CH2:17][CH2:16]1)([O:24][C:25]([CH3:28])([CH3:27])[CH3:26])=[O:23]. Given the reactants [C:1]([CH2:8][N:9]1[CH2:20][CH2:19][NH:18][CH2:17][CH2:16][N:15]([CH2:21][C:22]([O:24][C:25]([CH3:28])([CH3:27])[CH3:26])=[O:23])[CH2:14][CH2:13][NH:12][CH2:11][CH2:10]1)([O:3][C:4]([CH3:7])([CH3:6])[CH3:5])=[O:2].[N+:29]([C:32]1[CH:40]=[CH:39][C:35]([CH2:36][CH2:37]Br)=[CH:34][CH:33]=1)([O-:31])=[O:30].C([O-])([O-])=O.[K+].[K+], predict the reaction product. (2) Given the reactants [CH3:1][N:2]([C@H:12]([C:14]1[CH:19]=[CH:18][CH:17]=[CH:16][CH:15]=1)[CH3:13])[C@H:3]([C:5]1[CH:6]=[C:7]([OH:11])[CH:8]=[CH:9][CH:10]=1)[CH3:4].[CH3:20]O.C[I:23], predict the reaction product. The product is: [I-:23].[OH:11][C:7]1[CH:6]=[C:5]([C@@H:3]([N+:2]([CH3:20])([CH3:1])[C@H:12]([C:14]2[CH:19]=[CH:18][CH:17]=[CH:16][CH:15]=2)[CH3:13])[CH3:4])[CH:10]=[CH:9][CH:8]=1. (3) Given the reactants Cl[C:2]1[N:7]=[C:6]([C:8]2[CH:13]=[CH:12][CH:11]=[CH:10][CH:9]=2)[N:5]=[C:4]([NH:14][C:15](=[O:32])[CH2:16][N:17]2[CH2:22][CH2:21][N:20]([CH2:23]/[CH:24]=[CH:25]/[C:26]3[CH:31]=[CH:30][CH:29]=[CH:28][CH:27]=3)[CH2:19][CH2:18]2)[CH:3]=1.C(N(CC)C(C)C)(C)C.Cl.[NH2:43][CH2:44][C:45]([NH2:47])=[O:46], predict the reaction product. The product is: [C:8]1([C:6]2[N:7]=[C:2]([NH:43][CH2:44][C:45]([NH2:47])=[O:46])[CH:3]=[C:4]([NH:14][C:15](=[O:32])[CH2:16][N:17]3[CH2:22][CH2:21][N:20]([CH2:23]/[CH:24]=[CH:25]/[C:26]4[CH:31]=[CH:30][CH:29]=[CH:28][CH:27]=4)[CH2:19][CH2:18]3)[N:5]=2)[CH:13]=[CH:12][CH:11]=[CH:10][CH:9]=1. (4) Given the reactants [H-].[Na+].[C:3]1([CH2:9][CH2:10][OH:11])[CH:8]=[CH:7][CH:6]=[CH:5][CH:4]=1.Cl[CH2:13][C:14]([OH:16])=[O:15], predict the reaction product. The product is: [CH2:10]([O:11][CH2:13][C:14]([OH:16])=[O:15])[CH2:9][C:3]1[CH:8]=[CH:7][CH:6]=[CH:5][CH:4]=1. (5) Given the reactants [CH2:1]([N:8]1[CH:12]=[C:11]([CH3:13])[N:10]=[C:9]1[CH:14]=O)[C:2]1[CH:7]=[CH:6][CH:5]=[CH:4][CH:3]=1.[CH:16](=[N:23]/[C:24]1[CH:32]=[CH:31][CH:30]=[C:29]2[C:25]=1[CH2:26][O:27][C:28]2=[O:33])\[C:17]1[CH:22]=[CH:21][CH:20]=[CH:19][CH:18]=1.[CH3:34][O-:35].[Na+].C(OCC)(=O)CC, predict the reaction product. The product is: [CH2:1]([N:8]1[CH:12]=[C:11]([CH3:13])[N:10]=[C:9]1[CH:14]1[C:34](=[O:35])[C:25]2[C:29]([C:28]([O:27][CH3:26])=[O:33])=[CH:30][CH:31]=[CH:32][C:24]=2[NH:23][CH:16]1[C:17]1[CH:22]=[CH:21][CH:20]=[CH:19][CH:18]=1)[C:2]1[CH:3]=[CH:4][CH:5]=[CH:6][CH:7]=1. (6) Given the reactants [OH:1][C:2]1[CH:3]=[C:4]([CH:9]=[CH:10][CH:11]=1)[C:5]([O:7][CH3:8])=[O:6].C([O-])([O-])=O.[K+].[K+].Br[CH2:19][CH2:20][CH2:21][CH2:22][N:23]1[C:27](=[O:28])[C:26]2=[CH:29][CH:30]=[CH:31][CH:32]=[C:25]2[C:24]1=[O:33].O, predict the reaction product. The product is: [C:24]1(=[O:33])[N:23]([CH2:22][CH2:21][CH2:20][CH2:19][O:1][C:2]2[CH:3]=[C:4]([CH:9]=[CH:10][CH:11]=2)[C:5]([O:7][CH3:8])=[O:6])[C:27](=[O:28])[C:26]2=[CH:29][CH:30]=[CH:31][CH:32]=[C:25]12.